From a dataset of Forward reaction prediction with 1.9M reactions from USPTO patents (1976-2016). Predict the product of the given reaction. (1) Given the reactants [N:1]1[CH:6]=[CH:5][CH:4]=[C:3]([C:7]([NH:9][C:10]2[C:15]3[S:16][C:17]([C:19]([OH:21])=O)=[CH:18][C:14]=3[CH:13]=[CH:12][CH:11]=2)=[O:8])[CH:2]=1.[NH2:22][C:23]1[C:24]([O:38][CH3:39])=[C:25]([NH:33][S:34]([CH3:37])(=[O:36])=[O:35])[CH:26]=[C:27]([C:29]([CH3:32])([CH3:31])[CH3:30])[CH:28]=1.CN(C(ON1N=NC2C=CC=NC1=2)=[N+](C)C)C.F[P-](F)(F)(F)(F)F.C1C=CC2N(O)N=NC=2C=1.C(NC(C)C)(C)C, predict the reaction product. The product is: [C:29]([C:27]1[CH:26]=[C:25]([NH:33][S:34]([CH3:37])(=[O:36])=[O:35])[C:24]([O:38][CH3:39])=[C:23]([NH:22][C:19]([C:17]2[S:16][C:15]3[C:10]([NH:9][C:7](=[O:8])[C:3]4[CH:4]=[CH:5][CH:6]=[N:1][CH:2]=4)=[CH:11][CH:12]=[CH:13][C:14]=3[CH:18]=2)=[O:21])[CH:28]=1)([CH3:32])([CH3:30])[CH3:31]. (2) Given the reactants [CH3:1][O:2][C:3]1[CH:4]=[CH:5][C:6]2[O:10][C:9]([C:11](=O)[CH2:12][CH2:13][CH2:14][CH2:15][S:16][CH3:17])=[C:8]([CH3:19])[C:7]=2[CH:20]=1.[NH2:21][C:22]1[CH:31]=[CH:30][C:25]([C:26]([O:28][CH3:29])=[O:27])=[CH:24][CH:23]=1.C(=O)([O-])O.[Na+].C([BH3-])#N.[Na+], predict the reaction product. The product is: [CH3:1][O:2][C:3]1[CH:4]=[CH:5][C:6]2[O:10][C:9]([CH:11]([NH:21][C:22]3[CH:23]=[CH:24][C:25]([C:26]([O:28][CH3:29])=[O:27])=[CH:30][CH:31]=3)[CH2:12][CH2:13][CH2:14][CH2:15][S:16][CH3:17])=[C:8]([CH3:19])[C:7]=2[CH:20]=1. (3) Given the reactants Br[CH2:2][CH2:3][C:4]1[CH:13]=[CH:12][C:7]2[N:8]=[CH:9][S:10](=[O:11])[C:6]=2[CH:5]=1.[C:14]1([N:24]2[CH2:29][CH2:28][NH:27][CH2:26][CH2:25]2)[C:23]2[C:18](=[CH:19][CH:20]=[CH:21][CH:22]=2)[CH:17]=[CH:16][CH:15]=1.C(=O)([O-])[O-].[Na+].[Na+], predict the reaction product. The product is: [C:14]1([N:24]2[CH2:29][CH2:28][N:27]([CH2:2][CH2:3][C:4]3[CH:13]=[CH:12][C:7]4[N:8]=[CH:9][S:10](=[O:11])[C:6]=4[CH:5]=3)[CH2:26][CH2:25]2)[C:23]2[C:18](=[CH:19][CH:20]=[CH:21][CH:22]=2)[CH:17]=[CH:16][CH:15]=1. (4) Given the reactants [NH:1]1[C:5]2=[CH:6][N:7]=[C:8]([NH:10][C:11]3[C:12]4[C:19]5[CH2:20][CH2:21][C@H:22]([C:24](O)=[O:25])[CH2:23][C:18]=5[S:17][C:13]=4[N:14]=[CH:15][N:16]=3)[CH:9]=[C:4]2[CH:3]=[N:2]1.[CH3:27][C@@H:28]1[CH2:33][O:32][CH2:31][CH2:30][NH:29]1, predict the reaction product. The product is: [CH3:27][C@@H:28]1[CH2:33][O:32][CH2:31][CH2:30][N:29]1[C:24]([C@H:22]1[CH2:21][CH2:20][C:19]2[C:12]3[C:11]([NH:10][C:8]4[CH:9]=[C:4]5[CH:3]=[N:2][NH:1][C:5]5=[CH:6][N:7]=4)=[N:16][CH:15]=[N:14][C:13]=3[S:17][C:18]=2[CH2:23]1)=[O:25]. (5) Given the reactants Br[C:2]1[CH:3]=[N:4][C:5]([C:8]#[N:9])=[N:6][CH:7]=1.[NH:10]1[CH2:14][CH2:13][CH2:12][CH2:11]1.C(N(C(C)C)CC)(C)C, predict the reaction product. The product is: [N:10]1([C:2]2[CH:3]=[N:4][C:5]([C:8]#[N:9])=[N:6][CH:7]=2)[CH2:14][CH2:13][CH2:12][CH2:11]1.